Dataset: Forward reaction prediction with 1.9M reactions from USPTO patents (1976-2016). Task: Predict the product of the given reaction. (1) Given the reactants [C:1](=O)(OC(Cl)(Cl)Cl)[O:2]C(Cl)(Cl)Cl.[CH3:13][N:14]1[CH2:18][CH2:17][C@@H:16]([NH2:19])[CH2:15]1.[CH3:20][O:21][C:22]1[CH:23]=[CH:24][CH:25]=[C:26]2[C:31]=1[CH:30]([NH:32][C:33]1[CH:42]=[CH:41][C:40]3[C:35](=[CH:36][CH:37]=[C:38]([NH2:43])[CH:39]=3)[N:34]=1)[CH2:29][CH2:28][CH2:27]2, predict the reaction product. The product is: [CH3:20][O:21][C:22]1[CH:23]=[CH:24][CH:25]=[C:26]2[C:31]=1[CH:30]([NH:32][C:33]1[CH:42]=[CH:41][C:40]3[C:35](=[CH:36][CH:37]=[C:38]([NH:43][C:1]([NH:19][C@@H:16]4[CH2:17][CH2:18][N:14]([CH3:13])[CH2:15]4)=[O:2])[CH:39]=3)[N:34]=1)[CH2:29][CH2:28][CH2:27]2. (2) Given the reactants C(O[C:6](=O)[N:7]([C@H:9]1[CH2:14][CH2:13][C@H:12]([CH2:15][CH2:16][CH2:17][CH2:18][C:19](=[O:25])[N:20]([CH2:23][CH3:24])[CH2:21][CH3:22])[CH2:11][CH2:10]1)C)(C)(C)C.[ClH:27], predict the reaction product. The product is: [ClH:27].[CH2:23]([N:20]([CH2:21][CH3:22])[C:19](=[O:25])[CH2:18][CH2:17][CH2:16][CH2:15][C@H:12]1[CH2:11][CH2:10][C@H:9]([NH:7][CH3:6])[CH2:14][CH2:13]1)[CH3:24]. (3) Given the reactants [C:1]([O:5][C:6](=[O:14])[CH2:7]P(OC)(OC)=O)([CH3:4])([CH3:3])[CH3:2].C([Li])CCC.CCCCCC.[Br:26][C:27]1[CH:28]=[C:29]([C:33](=O)[CH3:34])[CH:30]=[CH:31][CH:32]=1, predict the reaction product. The product is: [Br:26][C:27]1[CH:28]=[C:29](/[C:33](/[CH3:34])=[CH:7]/[C:6]([O:5][C:1]([CH3:4])([CH3:3])[CH3:2])=[O:14])[CH:30]=[CH:31][CH:32]=1. (4) Given the reactants [CH3:1][O:2][C:3](=[O:22])[CH:4]([NH:13][C:14]([C:16]1[CH:17]=[N:18][CH:19]=[CH:20][CH:21]=1)=[O:15])[CH2:5][C:6]1[CH:11]=[CH:10][C:9]([OH:12])=[CH:8][CH:7]=1.[C:23]([Si:27](Cl)([CH3:29])[CH3:28])([CH3:26])([CH3:25])[CH3:24], predict the reaction product. The product is: [CH3:1][O:2][C:3](=[O:22])[CH:4]([NH:13][C:14]([C:16]1[CH:17]=[N:18][CH:19]=[CH:20][CH:21]=1)=[O:15])[CH2:5][C:6]1[CH:11]=[CH:10][C:9]([O:12][Si:27]([C:23]([CH3:26])([CH3:25])[CH3:24])([CH3:29])[CH3:28])=[CH:8][CH:7]=1. (5) Given the reactants [Mg].II.CO[C:6]1[CH:7]=[C:8](Br)[CH:9]=[C:10](OC)[C:11]=1OC.CO[C:19]1[CH:24]=CN2C(C=O)=CN=C2[CH:20]=1.[NH4+].[Cl-].[O:32]1[CH2:36][CH2:35][CH2:34][CH2:33]1, predict the reaction product. The product is: [CH:36]([OH:32])([C:11]1[CH:6]=[CH:7][CH:8]=[CH:9][CH:10]=1)[C:35]1[CH:24]=[CH:19][CH:20]=[CH:33][CH:34]=1. (6) Given the reactants C([O:8][N:9]1[C:14]2[N:15]=[CH:16][N:17]=[C:18]([CH3:19])[C:13]=2[C:12]([NH:20][CH2:21][C:22]2[C:23]([N:28]3[CH2:33][CH2:32][O:31][CH2:30][CH2:29]3)=[N:24][CH:25]=[CH:26][CH:27]=2)=[CH:11][C:10]1=[O:34])C1C=CC=CC=1.CO.[H][H], predict the reaction product. The product is: [OH:8][N:9]1[C:14]2[N:15]=[CH:16][N:17]=[C:18]([CH3:19])[C:13]=2[C:12]([NH:20][CH2:21][C:22]2[C:23]([N:28]3[CH2:29][CH2:30][O:31][CH2:32][CH2:33]3)=[N:24][CH:25]=[CH:26][CH:27]=2)=[CH:11][C:10]1=[O:34].